Dataset: TCR-epitope binding with 47,182 pairs between 192 epitopes and 23,139 TCRs. Task: Binary Classification. Given a T-cell receptor sequence (or CDR3 region) and an epitope sequence, predict whether binding occurs between them. (1) The epitope is ILKEPVHGV. The TCR CDR3 sequence is CASSARTSGEYQETQYF. Result: 0 (the TCR does not bind to the epitope). (2) The epitope is RLRAEAQVK. The TCR CDR3 sequence is CSSPGGPNEKLFF. Result: 1 (the TCR binds to the epitope).